Dataset: Peptide-MHC class II binding affinity with 134,281 pairs from IEDB. Task: Regression. Given a peptide amino acid sequence and an MHC pseudo amino acid sequence, predict their binding affinity value. This is MHC class II binding data. (1) The binding affinity (normalized) is 0.284. The MHC is HLA-DQA10501-DQB10301 with pseudo-sequence HLA-DQA10501-DQB10301. The peptide sequence is EEDIEIIPIQEEEY. (2) The peptide sequence is AYESYKFIPALEAAV. The MHC is DRB1_1302 with pseudo-sequence DRB1_1302. The binding affinity (normalized) is 0.310.